From a dataset of Forward reaction prediction with 1.9M reactions from USPTO patents (1976-2016). Predict the product of the given reaction. (1) The product is: [N+:27]([C:24]1[CH:23]=[C:22]([N+:30]([O-:32])=[O:31])[CH:21]=[CH:26][C:25]=1[O:1][N:2]1[C:10](=[O:11])[C:9]2[C:4](=[CH:5][CH:6]=[CH:7][CH:8]=2)[C:3]1=[O:12])([O-:29])=[O:28]. Given the reactants [OH:1][N:2]1[C:10](=[O:11])[C:9]2[C:4](=[CH:5][CH:6]=[CH:7][CH:8]=2)[C:3]1=[O:12].CCN(CC)CC.Br[C:21]1[CH:26]=[CH:25][C:24]([N+:27]([O-:29])=[O:28])=[CH:23][C:22]=1[N+:30]([O-:32])=[O:31], predict the reaction product. (2) Given the reactants [NH2:1][C@H:2]([C:10]([OH:12])=[O:11])[CH2:3][CH2:4][C:5]([NH:7][CH2:8][CH3:9])=[O:6].[NH2:13][C@H:14]([C:20]([OH:22])=[O:21])[CH2:15][CH2:16][C:17]([OH:19])=[O:18], predict the reaction product. The product is: [NH2:1][C@H:2]([C:10]([OH:12])=[O:11])[CH2:3][CH2:4][C:5](=[O:6])[NH2:7].[NH2:1][C@H:2]([C:10]([OH:12])=[O:11])[CH2:3][CH2:4][C:5]([NH:7][CH2:8][CH3:9])=[O:6].[NH2:13][C@H:14]([C:20]([OH:22])=[O:21])[CH2:15][CH2:16][C:17]([OH:19])=[O:18]. (3) Given the reactants FC(F)(F)S(O[C:7]1[CH:12]=[CH:11][C:10]([N:13]2[C:18]3=[N:19][C:20]4[C:25]([Cl:26])=[CH:24][CH:23]=[C:22]([CH:27]([O:32][CH:33]([F:35])[F:34])[C:28]([F:31])([F:30])[F:29])[C:21]=4[N:17]3[CH2:16][CH2:15][CH2:14]2)=[C:9]([CH3:36])[N:8]=1)(=O)=O.[CH:39]1([NH2:42])[CH2:41][CH2:40]1, predict the reaction product. The product is: [Cl:26][C:25]1[C:20]2[N:19]=[C:18]3[N:13]([C:10]4[CH:11]=[CH:12][C:7]([NH:42][CH:39]5[CH2:41][CH2:40]5)=[N:8][C:9]=4[CH3:36])[CH2:14][CH2:15][CH2:16][N:17]3[C:21]=2[C:22]([CH:27]([O:32][CH:33]([F:35])[F:34])[C:28]([F:29])([F:30])[F:31])=[CH:23][CH:24]=1.